Task: Predict the reactants needed to synthesize the given product.. Dataset: Full USPTO retrosynthesis dataset with 1.9M reactions from patents (1976-2016) (1) Given the product [CH:33]([OH:36])=[O:35].[Cl:1][C:2]1[CH:3]=[C:4]([C:12]2[S:16][C:15]([N:17]3[C:25]([CH3:26])=[C:20]4[CH2:21][N:22]([CH2:31][C@H:28]([OH:27])[CH2:29][OH:30])[CH2:23][CH2:24][C:19]4=[N:18]3)=[N:14][N:13]=2)[CH:5]=[CH:6][C:7]=1[O:8][CH:9]([CH3:11])[CH3:10], predict the reactants needed to synthesize it. The reactants are: [Cl:1][C:2]1[CH:3]=[C:4]([C:12]2[S:16][C:15]([N:17]3[C:25]([CH3:26])=[C:20]4[CH2:21][NH:22][CH2:23][CH2:24][C:19]4=[N:18]3)=[N:14][N:13]=2)[CH:5]=[CH:6][C:7]=1[O:8][CH:9]([CH3:11])[CH3:10].[OH:27][C@H:28]([CH2:31]O)[CH:29]=[O:30].[C:33]([O:36][BH-](OC(=O)C)OC(=O)C)(=[O:35])C.[Na+]. (2) Given the product [OH:10][N:11]=[C:7]([C:2]1[CH:3]=[CH:4][CH:5]=[CH:6][N:1]=1)[NH2:8], predict the reactants needed to synthesize it. The reactants are: [N:1]1[CH:6]=[CH:5][CH:4]=[CH:3][C:2]=1[C:7]#[N:8].[Cl-].[OH:10][NH3+:11].C(N(CC)CC)C. (3) Given the product [Cl:1][C:2]1[C:6]([Cl:7])=[C:5]([CH3:8])[NH:4][C:3]=1[C:9]([NH:11][CH:12]1[CH2:15][N:14]([C:16]2[CH:17]=[C:18]([CH:23]=[CH:24][CH:25]=2)[C:19]([OH:21])=[O:20])[C:13]1=[O:26])=[O:10], predict the reactants needed to synthesize it. The reactants are: [Cl:1][C:2]1[C:6]([Cl:7])=[C:5]([CH3:8])[NH:4][C:3]=1[C:9]([NH:11][CH:12]1[CH2:15][N:14]([C:16]2[CH:17]=[C:18]([CH:23]=[CH:24][CH:25]=2)[C:19]([O:21]C)=[O:20])[C:13]1=[O:26])=[O:10].[I-].[Li+]. (4) The reactants are: Br[C:2](O)([OH:7])[CH2:3]CCBr.[CH2:9]([NH2:16])[C:10]1[CH:15]=[CH:14][CH:13]=[CH:12][CH:11]=1.C(N(C(C)C)CC)(C)C.C([O-])([O-])=O.[K+].[K+].[C:32]([O-:35])(=O)[CH3:33].[C:36]1([S:42]([OH:45])(=[O:44])=[O:43])[CH:41]=[CH:40][CH:39]=[CH:38][CH:37]=1. Given the product [C:36]1([S:42]([OH:45])(=[O:44])=[O:43])[CH:41]=[CH:40][CH:39]=[CH:38][CH:37]=1.[CH2:9]([N:16]1[CH2:33][CH:32]([OH:35])[CH:2]([OH:7])[CH2:3]1)[C:10]1[CH:15]=[CH:14][CH:13]=[CH:12][CH:11]=1, predict the reactants needed to synthesize it. (5) Given the product [Cl:59][C:56]1[CH:55]=[CH:54][C:53]([CH2:52][NH:32][C:33]2[CH:38]=[CH:37][C:36]([CH2:39][C:40]3[C:48]4[C:43](=[N:44][CH:45]=[CH:46][CH:47]=4)[NH:42][CH:41]=3)=[C:35]([O:50][CH3:51])[N:34]=2)=[CH:58][CH:57]=1, predict the reactants needed to synthesize it. The reactants are: C(OC(=O)N(CC1C=CC(Cl)=CC=1)C1C=CC(C=O)=C(F)N=1)(C)(C)C.C(OC(=O)[N:32]([CH2:52][C:53]1[CH:58]=[CH:57][C:56]([Cl:59])=[CH:55][CH:54]=1)[C:33]1[CH:38]=[CH:37][C:36]([CH:39](O)[C:40]2[C:48]3[C:43](=[N:44][CH:45]=[CH:46][CH:47]=3)[NH:42][CH:41]=2)=[C:35]([O:50][CH3:51])[N:34]=1)(C)(C)C. (6) Given the product [OH:1][C:2]1[CH:3]=[C:4](/[CH:5]=[CH:14]/[C:15]([C:17]2[CH:18]=[C:19]([O:25][CH3:26])[CH:20]=[C:21]([O:23][CH3:24])[CH:22]=2)=[O:16])[CH:7]=[CH:8][C:9]=1[O:10][CH2:11][CH2:12][CH3:13], predict the reactants needed to synthesize it. The reactants are: [OH:1][C:2]1[CH:3]=[C:4]([CH:7]=[CH:8][C:9]=1[O:10][CH2:11][CH2:12][CH3:13])[CH:5]=O.[CH3:14][C:15]([C:17]1[CH:22]=[C:21]([O:23][CH3:24])[CH:20]=[C:19]([O:25][CH3:26])[CH:18]=1)=[O:16].[OH-].[Na+]. (7) Given the product [F:18][CH:19]1[CH2:22][N:21]([C:2]2[N:7]=[C:6]([CH3:8])[C:5]([N+:9]([O-:11])=[O:10])=[CH:4][CH:3]=2)[CH2:20]1, predict the reactants needed to synthesize it. The reactants are: Cl[C:2]1[N:7]=[C:6]([CH3:8])[C:5]([N+:9]([O-:11])=[O:10])=[CH:4][CH:3]=1.C([O-])([O-])=O.[Cs+].[Cs+].[F:18][CH:19]1[CH2:22][NH:21][CH2:20]1. (8) Given the product [ClH:21].[Cl:21][C:18]1[CH:19]=[CH:20][C:15]2[NH:14][C:13](=[O:22])[O:12][C:11]([CH2:10][NH2:7])([C:23]([F:25])([F:26])[F:24])[C:16]=2[CH:17]=1, predict the reactants needed to synthesize it. The reactants are: C1COCC1.O.[N:7]([CH2:10][C:11]1([C:23]([F:26])([F:25])[F:24])[C:16]2[CH:17]=[C:18]([Cl:21])[CH:19]=[CH:20][C:15]=2[NH:14][C:13](=[O:22])[O:12]1)=[N+]=[N-].P(OC)(OC)OC. (9) Given the product [OH:1][C:2]1[N:7]=[C:6]([NH:8][C:9](=[O:13])[CH:10]([CH3:12])[CH3:11])[N:5]=[C:4]2[NH:14][N:15]=[C:16]([CH2:20][C:21]([O:23][CH3:24])=[O:22])[C:3]=12, predict the reactants needed to synthesize it. The reactants are: [OH:1][C:2]1[N:7]=[C:6]([NH:8][C:9](=[O:13])[CH:10]([CH3:12])[CH3:11])[N:5]=[C:4]2[NH:14][N:15]=[CH:16][C:3]=12.[H-].[Na+].Br[CH2:20][C:21]([O:23][CH3:24])=[O:22].C(=O)=O. (10) Given the product [C:6]([C:8]1[C:16]2[CH2:15][CH2:14][N:13]([C:1](=[O:5])[CH2:2][CH2:3][OH:4])[CH2:12][C:11]=2[S:10][C:9]=1[NH:17][C:18](=[O:27])[CH2:19][CH2:20][C:21]1[CH:26]=[CH:25][CH:24]=[CH:23][CH:22]=1)#[N:7], predict the reactants needed to synthesize it. The reactants are: [C:1]1(=[O:5])[O:4][CH2:3][CH2:2]1.[C:6]([C:8]1[C:16]2[CH2:15][CH2:14][NH:13][CH2:12][C:11]=2[S:10][C:9]=1[NH:17][C:18](=[O:27])[CH2:19][CH2:20][C:21]1[CH:26]=[CH:25][CH:24]=[CH:23][CH:22]=1)#[N:7].